This data is from Forward reaction prediction with 1.9M reactions from USPTO patents (1976-2016). The task is: Predict the product of the given reaction. (1) The product is: [Cl:15][C:16]1[CH:21]=[CH:20][C:19]([C:9]2([CH:3]([C:1]#[N:2])[C:4]([O:6][CH2:7][CH3:8])=[O:5])[CH2:14][CH2:13][O:12][CH2:11][CH2:10]2)=[CH:18][CH:17]=1. Given the reactants [C:1]([C:3](=[C:9]1[CH2:14][CH2:13][O:12][CH2:11][CH2:10]1)[C:4]([O:6][CH2:7][CH3:8])=[O:5])#[N:2].[Cl:15][C:16]1[CH:21]=[CH:20][C:19]([Mg]Br)=[CH:18][CH:17]=1, predict the reaction product. (2) Given the reactants [C:1]([C:3]1[CH:22]=[CH:21][C:6]([O:7][CH2:8][CH2:9][CH:10]([OH:20])[CH2:11][NH:12][C:13](=[O:19])[O:14][C:15]([CH3:18])([CH3:17])[CH3:16])=[CH:5][CH:4]=1)#[N:2].[CH3:23][S:24](Cl)(=[O:26])=[O:25], predict the reaction product. The product is: [CH3:23][S:24]([O:20][CH:10]([CH2:11][NH:12][C:13]([O:14][C:15]([CH3:17])([CH3:18])[CH3:16])=[O:19])[CH2:9][CH2:8][O:7][C:6]1[CH:5]=[CH:4][C:3]([C:1]#[N:2])=[CH:22][CH:21]=1)(=[O:26])=[O:25]. (3) Given the reactants [CH:1]1[C:6]([OH:7])=[CH:5][CH:4]=[C:3]([CH3:8])[CH:2]=1.[CH:9]([OH:15])(O)[C:10]([F:13])([F:12])[F:11], predict the reaction product. The product is: [F:11][C:10]([F:13])([F:12])[CH:9]([C:1]1[CH:2]=[C:3]([CH3:8])[CH:4]=[C:5]([CH:9]([OH:15])[C:10]([F:13])([F:12])[F:11])[C:6]=1[OH:7])[OH:15].